This data is from Catalyst prediction with 721,799 reactions and 888 catalyst types from USPTO. The task is: Predict which catalyst facilitates the given reaction. (1) Reactant: [CH3:1][C:2]1[N:7]=[C:6]([C:8]2[N:13]=[CH:12][C:11]3[CH:14]=[N:15][NH:16][C:10]=3[CH:9]=2)[CH:5]=[N:4][CH:3]=1.Br[C:18]1[N:23]=[C:22]([F:24])[C:21]([CH2:25][OH:26])=[CH:20][CH:19]=1.C(=O)([O-])[O-].[K+].[K+].CNCCNC. Product: [F:24][C:22]1[C:21]([CH2:25][OH:26])=[CH:20][CH:19]=[C:18]([N:16]2[C:10]3[CH:9]=[C:8]([C:6]4[CH:5]=[N:4][CH:3]=[C:2]([CH3:1])[N:7]=4)[N:13]=[CH:12][C:11]=3[CH:14]=[N:15]2)[N:23]=1. The catalyst class is: 185. (2) Reactant: [OH-].[Na+].[C:3]1([CH:9]2[CH2:11][CH:10]2[C:12]([O-:14])=[O:13])[CH:8]=[CH:7][CH:6]=[CH:5][CH:4]=1.S([O-])([O-])(=O)=O.[Cu+2:20]. Product: [C:3]1([CH:9]2[CH2:11][CH:10]2[C:12]([O-:14])=[O:13])[CH:8]=[CH:7][CH:6]=[CH:5][CH:4]=1.[Cu+2:20].[C:3]1([CH:9]2[CH2:11][CH:10]2[C:12]([O-:14])=[O:13])[CH:8]=[CH:7][CH:6]=[CH:5][CH:4]=1. The catalyst class is: 6. (3) Reactant: [NH2:1][NH2:2].[CH2:3]([CH:6]1[CH2:12][CH2:11][CH:10]([C:13]2[CH:18]=[CH:17][CH:16]=[C:15]([F:19])[C:14]=2[F:20])[CH2:9][NH:8][C:7]1=S)[CH:4]=[CH2:5]. Product: [CH2:3]([CH:6]1[CH2:12][CH2:11][CH:10]([C:13]2[CH:18]=[CH:17][CH:16]=[C:15]([F:19])[C:14]=2[F:20])[CH2:9][NH:8]/[C:7]/1=[N:1]\[NH2:2])[CH:4]=[CH2:5]. The catalyst class is: 8.